Dataset: Forward reaction prediction with 1.9M reactions from USPTO patents (1976-2016). Task: Predict the product of the given reaction. (1) Given the reactants [C:1]1([CH3:13])[CH:6]=[CH:5][C:4]([S:7]([N:10]=[C:11]=[O:12])(=[O:9])=[O:8])=[CH:3][CH:2]=1.[CH3:14][C:15]1[CH:16]=[C:17]([CH:19]=[C:20]([CH3:29])[C:21]=1[S:22]([CH2:25][N+:26]([O-:28])=[O:27])(=[O:24])=[O:23])[NH2:18], predict the reaction product. The product is: [CH3:29][C:20]1[CH:19]=[C:17]([NH:18][C:11]([NH:10][S:7]([C:4]2[CH:3]=[CH:2][C:1]([CH3:13])=[CH:6][CH:5]=2)(=[O:8])=[O:9])=[O:12])[CH:16]=[C:15]([CH3:14])[C:21]=1[S:22]([CH2:25][N+:26]([O-:28])=[O:27])(=[O:24])=[O:23]. (2) Given the reactants Cl.[NH:2]1[CH2:8][CH2:7][CH2:6][C:5](=[O:9])[CH2:4][CH2:3]1.[OH-].[Na+].[C:12](O[C:12]([O:14][C:15]([CH3:18])([CH3:17])[CH3:16])=[O:13])([O:14][C:15]([CH3:18])([CH3:17])[CH3:16])=[O:13], predict the reaction product. The product is: [O:9]=[C:5]1[CH2:6][CH2:7][CH2:8][N:2]([C:12]([O:14][C:15]([CH3:18])([CH3:17])[CH3:16])=[O:13])[CH2:3][CH2:4]1.